From a dataset of Catalyst prediction with 721,799 reactions and 888 catalyst types from USPTO. Predict which catalyst facilitates the given reaction. (1) Reactant: NC1OC=C(C(OCC)=O)N=1.CC(OC(C)=O)=O.[C:19]([NH:22][C:23]1[O:24][CH:25]=[C:26]([C:28]([O:30]CC)=[O:29])[N:27]=1)(=[O:21])[CH3:20].[Li+].[OH-]. Product: [C:19]([NH:22][C:23]1[O:24][CH:25]=[C:26]([C:28]([OH:30])=[O:29])[N:27]=1)(=[O:21])[CH3:20]. The catalyst class is: 14. (2) Reactant: [S:1]1[CH:5]=[CH:4][C:3]2[C:6](=[O:10])[CH2:7][CH2:8][CH2:9][C:2]1=2.[CH:11]([Mg]Cl)=[CH2:12].[Cl-].[NH4+]. Product: [CH:11]([C:6]1([OH:10])[C:3]2[CH:4]=[CH:5][S:1][C:2]=2[CH2:9][CH2:8][CH2:7]1)=[CH2:12]. The catalyst class is: 27.